Task: Predict the product of the given reaction.. Dataset: Forward reaction prediction with 1.9M reactions from USPTO patents (1976-2016) (1) Given the reactants [F:1][C:2]1[CH:7]=[CH:6][CH:5]=[CH:4][C:3]=1[C@H:8]([N:10]([CH2:27][C:28]1[CH:33]=[CH:32][C:31]([C:34]([O:36][CH3:37])=[O:35])=[CH:30][CH:29]=1)[C:11]([C@H:13]1[N:17](C(OC(C)(C)C)=O)[CH2:16][Si:15]([CH3:26])([CH3:25])[CH2:14]1)=[O:12])[CH3:9].[ClH:38], predict the reaction product. The product is: [F:1][C:2]1[CH:7]=[CH:6][CH:5]=[CH:4][C:3]=1[C@H:8]([N:10]([CH2:27][C:28]1[CH:33]=[CH:32][C:31]([C:34]([O:36][CH3:37])=[O:35])=[CH:30][CH:29]=1)[C:11]([C@H:13]1[NH:17][CH2:16][Si:15]([CH3:25])([CH3:26])[CH2:14]1)=[O:12])[CH3:9].[ClH:38]. (2) Given the reactants [NH:1]1[CH:5]=[N:4][C:3]([C:6]2[CH:7]=[C:8]([CH:12]=[C:13]([C:15]([F:18])([F:17])[F:16])[CH:14]=2)[C:9]([NH2:11])=O)=[N:2]1.O=P(Cl)(Cl)Cl.CO.ClCCl, predict the reaction product. The product is: [NH:1]1[CH:5]=[N:4][C:3]([C:6]2[CH:7]=[C:8]([CH:12]=[C:13]([C:15]([F:16])([F:17])[F:18])[CH:14]=2)[C:9]#[N:11])=[N:2]1. (3) Given the reactants [OH:1][CH2:2][CH2:3][CH2:4][C@H:5]([C:35]([O:37][C:38]([CH3:41])([CH3:40])[CH3:39])=[O:36])[CH2:6][C@@H:7]([C:28]([O:30][C:31]([CH3:34])([CH3:33])[CH3:32])=[O:29])[NH:8][C:9]([C:22]1[CH:27]=[CH:26][CH:25]=[CH:24][CH:23]=1)([C:16]1[CH:21]=[CH:20][CH:19]=[CH:18][CH:17]=1)[C:10]1[CH:15]=[CH:14][CH:13]=[CH:12][CH:11]=1.C(N(CC)CC)C.[CH:49]1[C:58]2[C:53](=[CH:54][CH:55]=[CH:56][CH:57]=2)[CH:52]=[CH:51][C:50]=1[S:59](Cl)(=[O:61])=[O:60].O, predict the reaction product. The product is: [CH:49]1[C:58]2[C:53](=[CH:54][CH:55]=[CH:56][CH:57]=2)[CH:52]=[CH:51][C:50]=1[S:59]([O:1][CH2:2][CH2:3][CH2:4][C@H:5]([C:35]([O:37][C:38]([CH3:41])([CH3:40])[CH3:39])=[O:36])[CH2:6][C@@H:7]([C:28]([O:30][C:31]([CH3:33])([CH3:34])[CH3:32])=[O:29])[NH:8][C:9]([C:10]1[CH:15]=[CH:14][CH:13]=[CH:12][CH:11]=1)([C:22]1[CH:27]=[CH:26][CH:25]=[CH:24][CH:23]=1)[C:16]1[CH:17]=[CH:18][CH:19]=[CH:20][CH:21]=1)(=[O:60])=[O:61]. (4) The product is: [ClH:1].[NH2:43][CH2:44][C:45]([O:47][CH2:48][N:14]1[C:11]2=[N:12][CH:13]=[C:8]([C:5]3[CH:6]=[CH:7][C:2]([Cl:1])=[CH:3][CH:4]=3)[CH:9]=[C:10]2[C:16]([C:17](=[O:18])[C:19]2[C:24]([F:25])=[CH:23][CH:22]=[C:21]([NH:26][S:27]([CH2:30][CH2:31][CH3:32])(=[O:28])=[O:29])[C:20]=2[F:33])=[CH:15]1)=[O:46]. Given the reactants [Cl:1][C:2]1[CH:7]=[CH:6][C:5]([C:8]2[CH:9]=[C:10]3[C:16]([C:17]([C:19]4[C:20]([F:33])=[C:21]([NH:26][S:27]([CH2:30][CH2:31][CH3:32])(=[O:29])=[O:28])[CH:22]=[CH:23][C:24]=4[F:25])=[O:18])=[CH:15][NH:14][C:11]3=[N:12][CH:13]=2)=[CH:4][CH:3]=1.[OH-].[K+].C(OC([NH:43][CH2:44][C:45]([O:47][CH2:48]Cl)=[O:46])=O)(C)(C)C, predict the reaction product.